From a dataset of Full USPTO retrosynthesis dataset with 1.9M reactions from patents (1976-2016). Predict the reactants needed to synthesize the given product. (1) Given the product [C:18]([S:22]([CH2:25][C:26]1[S:27][CH:2]=[C:3]([C:5]2[C:10](=[O:11])[NH:9][C:8]([CH3:12])=[C:7]([C:13]([O:15][CH2:16][CH3:17])=[O:14])[CH:6]=2)[N:28]=1)(=[O:24])=[O:23])([CH3:21])([CH3:19])[CH3:20], predict the reactants needed to synthesize it. The reactants are: Br[CH2:2][C:3]([C:5]1[C:10](=[O:11])[NH:9][C:8]([CH3:12])=[C:7]([C:13]([O:15][CH2:16][CH3:17])=[O:14])[CH:6]=1)=O.[C:18]([S:22]([CH2:25][C:26]([NH2:28])=[S:27])(=[O:24])=[O:23])([CH3:21])([CH3:20])[CH3:19]. (2) Given the product [C:14]1([S:20][C:2]2[C:7]([F:8])=[C:6]([CH2:9][CH3:10])[N:5]=[CH:4][N:3]=2)[CH:19]=[CH:18][CH:17]=[CH:16][CH:15]=1, predict the reactants needed to synthesize it. The reactants are: Cl[C:2]1[C:7]([F:8])=[C:6]([CH2:9][CH3:10])[N:5]=[CH:4][N:3]=1.C(#N)C.[C:14]1([SH:20])[CH:19]=[CH:18][CH:17]=[CH:16][CH:15]=1.C(N(C(C)C)CC)(C)C. (3) Given the product [OH:34][C@@H:29]1[CH2:30][CH2:31][CH2:32][CH2:33][C@H:28]1[NH:27][C:4]1[S:5][C:6]2[CH:12]=[C:11]([CH2:13][N:14]3[CH:19]=[CH:18][N:17]=[C:16]([N:20]4[CH2:25][CH2:24][O:23][CH2:22][CH2:21]4)[C:15]3=[O:26])[CH:10]=[CH:9][C:7]=2[N:8]=1, predict the reactants needed to synthesize it. The reactants are: CS([C:4]1[S:5][C:6]2[CH:12]=[C:11]([CH2:13][N:14]3[CH:19]=[CH:18][N:17]=[C:16]([N:20]4[CH2:25][CH2:24][O:23][CH2:22][CH2:21]4)[C:15]3=[O:26])[CH:10]=[CH:9][C:7]=2[N:8]=1)=O.[NH2:27][C@@H:28]1[CH2:33][CH2:32][CH2:31][CH2:30][C@H:29]1[OH:34].CCN(C(C)C)C(C)C.O. (4) The reactants are: [C:1]([O:5][C:6]([N:8]1[C@H:13]([C:14](O)=O)[C@H:12]2[CH2:17][C@@H:9]1[CH2:10][C@H:11]2[F:18])=[O:7])([CH3:4])([CH3:3])[CH3:2].C(N(CC)CC)C.C(Cl)(=O)OCC(C)C.[NH2:34][C:35]1[CH:39]=[C:38]([Br:40])[S:37][C:36]=1[C:41]([NH2:43])=[O:42]. Given the product [Br:40][C:38]1[S:37][C:36]2[C:41](=[O:42])[NH:43][C:14]([C@@H:13]3[C@H:12]4[CH2:17][C@H:9]([CH2:10][C@H:11]4[F:18])[N:8]3[C:6]([O:5][C:1]([CH3:4])([CH3:3])[CH3:2])=[O:7])=[N:34][C:35]=2[CH:39]=1, predict the reactants needed to synthesize it. (5) Given the product [CH3:43][O:44][C:45]1[CH:46]=[C:47]([N:16]2[C:17]3[C:22](=[CH:21][CH:20]=[CH:19][CH:18]=3)[C:14]([C:24]3[CH:25]=[C:26]([CH3:39])[C:27]([OH:31])=[C:28]([CH3:30])[CH:29]=3)([C:10]3[CH:11]=[C:12]([CH3:13])[C:7]([OH:6])=[C:8]([CH3:40])[CH:9]=3)[C:15]2=[O:23])[CH:48]=[CH:49][C:50]=1[O:51][CH3:52], predict the reactants needed to synthesize it. The reactants are: C([Si](C)(C)[O:6][C:7]1[C:12]([CH3:13])=[CH:11][C:10]([C:14]2([C:24]3[CH:29]=[C:28]([CH3:30])[C:27]([O:31][Si](C(C)(C)C)(C)C)=[C:26]([CH3:39])[CH:25]=3)[C:22]3[C:17](=[CH:18][CH:19]=[CH:20][CH:21]=3)[NH:16][C:15]2=[O:23])=[CH:9][C:8]=1[CH3:40])(C)(C)C.[CH3:43][O:44][C:45]1[CH:46]=[C:47](B(O)O)[CH:48]=[CH:49][C:50]=1[O:51][CH3:52].C(N(CC)CC)C.[F-].C([N+](CCCC)(CCCC)CCCC)CCC.[Cl-].[NH4+].